Dataset: Forward reaction prediction with 1.9M reactions from USPTO patents (1976-2016). Task: Predict the product of the given reaction. Given the reactants C(OC(OC(C)C)[N:6]1[C:10]2[CH:11]=[CH:12][CH:13]=[CH:14][C:9]=2[N:8]=[CH:7]1)(C)C.[Li+].C[Si]([N-][Si](C)(C)C)(C)C.N1C2C=CC=CC=2NC=1.[Li].C([O:41][C:42]([C:44]1[CH:67]=[CH:66][C:47]([O:48][C:49]2[C:54]([CH:55]3[CH2:58][N:57](C(OC(C)(C)C)=O)[CH2:56]3)=[CH:53][CH:52]=[CH:51][N:50]=2)=[CH:46][CH:45]=1)=O)C.N1C2C=CC=CC=2NC=1, predict the reaction product. The product is: [NH:57]1[CH2:58][CH:55]([C:54]2[C:49]([O:48][C:47]3[CH:66]=[CH:67][C:44]([C:42]([C:7]4[NH:6][C:10]5[CH:11]=[CH:12][CH:13]=[CH:14][C:9]=5[N:8]=4)=[O:41])=[CH:45][CH:46]=3)=[N:50][CH:51]=[CH:52][CH:53]=2)[CH2:56]1.